Dataset: Forward reaction prediction with 1.9M reactions from USPTO patents (1976-2016). Task: Predict the product of the given reaction. The product is: [OH:34][CH:31]1[CH2:32][CH2:33][N:29]([C:24](=[O:26])[CH2:23][NH:22][C:20]([C:18]2[CH:17]=[CH:16][C:13]3[N:14]([CH3:15])[C:10]([NH:9][C:7]4[S:8][C:4]5[CH:3]=[C:2]([Cl:1])[CH:28]=[CH:27][C:5]=5[N:6]=4)=[N:11][C:12]=3[CH:19]=2)=[O:21])[CH2:30]1. Given the reactants [Cl:1][C:2]1[CH:28]=[CH:27][C:5]2[N:6]=[C:7]([NH:9][C:10]3[N:14]([CH3:15])[C:13]4[CH:16]=[CH:17][C:18]([C:20]([NH:22][CH2:23][C:24]([OH:26])=O)=[O:21])=[CH:19][C:12]=4[N:11]=3)[S:8][C:4]=2[CH:3]=1.[NH:29]1[CH2:33][CH2:32][CH:31]([OH:34])[CH2:30]1.CN(C(ON1N=NC2C=CC=CC1=2)=[N+](C)C)C.F[P-](F)(F)(F)(F)F.CCN(C(C)C)C(C)C, predict the reaction product.